This data is from Forward reaction prediction with 1.9M reactions from USPTO patents (1976-2016). The task is: Predict the product of the given reaction. Given the reactants [N:1]([CH2:4][C@H:5]([C:7]1[CH:12]=[CH:11][CH:10]=[C:9]([Cl:13])[CH:8]=1)[OH:6])=[N+]=[N-].[BH4-].[Na+].C(O)(C)C, predict the reaction product. The product is: [NH2:1][CH2:4][C@H:5]([C:7]1[CH:12]=[CH:11][CH:10]=[C:9]([Cl:13])[CH:8]=1)[OH:6].